This data is from CYP2C9 inhibition data for predicting drug metabolism from PubChem BioAssay. The task is: Regression/Classification. Given a drug SMILES string, predict its absorption, distribution, metabolism, or excretion properties. Task type varies by dataset: regression for continuous measurements (e.g., permeability, clearance, half-life) or binary classification for categorical outcomes (e.g., BBB penetration, CYP inhibition). Dataset: cyp2c9_veith. (1) The molecule is O=C(Nc1cccn(Cc2ccc(F)cc2)c1=O)NC1CCCCC1. The result is 1 (inhibitor). (2) The molecule is CCCNC(=O)OC[C@@H]1O[C@H](CCO/N=C\C[C@H]2C=C[C@H](OC(C)=O)[C@@H](COC(C)=O)O2)C=C[C@@H]1Oc1ccc(OC)cc1. The result is 0 (non-inhibitor). (3) The compound is O=C(NCCOC12CC3CC(CC(C3)C1)C2)c1cccc(Br)c1. The result is 1 (inhibitor). (4) The compound is Cc1ccccc1-c1cc(NCc2cccnc2)ncn1. The result is 0 (non-inhibitor). (5) The compound is CNc1ncnc2c1ncn2[C@H]1C[C@H](OP(=O)(O)O)[C@H](COP(=O)(O)O)O1.N.N.N.N. The result is 1 (inhibitor).